This data is from Full USPTO retrosynthesis dataset with 1.9M reactions from patents (1976-2016). The task is: Predict the reactants needed to synthesize the given product. (1) Given the product [Cl:1][C:2]1[C:3]([C:14]([NH:27][C@@H:26]2[CH2:29][CH2:21][C@H:24]([OH:28])[CH2:25]2)=[O:16])=[N:4][O:5][C:6]=1[C:7]1[CH:8]=[CH:9][C:10]([Cl:13])=[CH:11][CH:12]=1, predict the reactants needed to synthesize it. The reactants are: [Cl:1][C:2]1[C:3]([C:14]([OH:16])=O)=[N:4][O:5][C:6]=1[C:7]1[CH:12]=[CH:11][C:10]([Cl:13])=[CH:9][CH:8]=1.ClC1C=C[C:21]([C:24]2[O:28][N:27]=[C:26]([C:29](O)=O)[C:25]=2C)=CC=1. (2) Given the product [CH2:24]([O:23][C:21]([C:20]1[C:16]([C:10]2[CH:15]=[CH:14][CH:13]=[CH:12][CH:11]=2)=[N:17][N:18]([CH2:2][C:3]2[CH:8]=[N:7][C:6]([F:9])=[CH:5][CH:4]=2)[CH:19]=1)=[O:22])[CH3:25], predict the reactants needed to synthesize it. The reactants are: Cl[CH2:2][C:3]1[CH:4]=[CH:5][C:6]([F:9])=[N:7][CH:8]=1.[C:10]1([C:16]2[C:20]([C:21]([O:23][CH2:24][CH3:25])=[O:22])=[CH:19][NH:18][N:17]=2)[CH:15]=[CH:14][CH:13]=[CH:12][CH:11]=1.C([O-])([O-])=O.[K+].[K+]. (3) Given the product [CH:15]1[C:14]2[C:9](=[CH:10][CH:11]=[CH:12][CH:13]=2)[CH:8]=[CH:20][CH:16]=1, predict the reactants needed to synthesize it. The reactants are: OC1C=CC([C:8]2(C3C=CC(O)=CC=3)[C:20]3C=CC=[CH:16][C:15]=3[C:14]3[C:9]2=[CH:10][CH:11]=[CH:12][CH:13]=3)=CC=1.O1C2C=CC3C(C1=2)=CC1OC=1C=3.[Cl-].C(C1C(CC)=C(C=CC=1)C(CC)(CC)[NH3+])C. (4) The reactants are: [CH2:1]([C:5]1[CH:10]=[CH:9][C:8]([CH:11]([CH3:15])[C:12](Cl)=[O:13])=[CH:7][CH:6]=1)[CH:2](C)C.[CH3:16][N:17]([CH3:27])[C:18]1[CH:23]=[CH:22][C:21]([CH2:24][CH2:25][OH:26])=[CH:20][CH:19]=1.N1C=CC=C[CH:29]=1. Given the product [CH:1]([C:5]1[CH:6]=[CH:7][C:8]([CH:11]([CH3:15])[C:12]([O:26][CH2:25][CH2:24][C:21]2[CH:22]=[CH:23][C:18]([N:17]([CH3:16])[CH3:27])=[CH:19][CH:20]=2)=[O:13])=[CH:9][CH:10]=1)([CH3:2])[CH3:29], predict the reactants needed to synthesize it. (5) Given the product [Cl:15][C:16]1[CH:21]=[CH:20][CH:19]=[CH:18][C:17]=1[C:2]1[CH:3]=[N:4][CH:5]=[C:6]2[C:11]=1[N:10]=[C:9]([C:12]([NH2:14])=[O:13])[CH:8]=[CH:7]2, predict the reactants needed to synthesize it. The reactants are: Br[C:2]1[CH:3]=[N:4][CH:5]=[C:6]2[C:11]=1[N:10]=[C:9]([C:12]([NH2:14])=[O:13])[CH:8]=[CH:7]2.[Cl:15][C:16]1[CH:21]=[CH:20][CH:19]=[CH:18][C:17]=1B(O)O.